This data is from Full USPTO retrosynthesis dataset with 1.9M reactions from patents (1976-2016). The task is: Predict the reactants needed to synthesize the given product. (1) Given the product [N:29]1[CH:1]=[CH:2][CH:7]=[CH:8][C:9]=1[C:10]1[CH:15]=[C:14]([CH:13]=[CH:12][CH:11]=1)[CH:18]=[O:23], predict the reactants needed to synthesize it. The reactants are: [CH3:1][C@@:2]12[C@H:11]3[C@@H:12](O)[CH2:13][C@:14]4(C)[C@@:18]([OH:23])(C(CO)=O)CC[C@H:15]4[C@@H:10]3[CH2:9][CH2:8][C@H:7]1C[C@H](O)CC2.BrC1C=CC=C[N:29]=1.[Li]CCCC.C1COCC1.BrC1C=C(C=CC=1)C=O. (2) Given the product [CH:1]1([O:7][C:8]2[CH:16]=[CH:15][C:14]([S:17]([CH3:20])(=[O:19])=[O:18])=[CH:13][C:9]=2[C:10]([N:34]2[CH2:35][CH2:36][N:31]([C:29]3[S:30][C:26]([S:23]([CH3:22])(=[O:25])=[O:24])=[CH:27][N:28]=3)[CH2:32][CH2:33]2)=[O:12])[CH2:2][CH2:3][CH2:4][CH2:5][CH2:6]1, predict the reactants needed to synthesize it. The reactants are: [CH:1]1([O:7][C:8]2[CH:16]=[CH:15][C:14]([S:17]([CH3:20])(=[O:19])=[O:18])=[CH:13][C:9]=2[C:10]([OH:12])=O)[CH2:6][CH2:5][CH2:4][CH2:3][CH2:2]1.Cl.[CH3:22][S:23]([C:26]1[S:30][C:29]([N:31]2[CH2:36][CH2:35][NH:34][CH2:33][CH2:32]2)=[N:28][CH:27]=1)(=[O:25])=[O:24].